This data is from Catalyst prediction with 721,799 reactions and 888 catalyst types from USPTO. The task is: Predict which catalyst facilitates the given reaction. (1) Reactant: [C:1]1([CH2:11][C:12]2[C:13]([NH2:18])=[N:14][NH:15][C:16]=2[NH2:17])[C:10]2[C:5](=[CH:6][CH:7]=[CH:8][CH:9]=2)[CH:4]=[CH:3][CH:2]=1.[C:19](OC)(=[O:25])[CH2:20][C:21](OC)=[O:22].C[O-].[Na+]. Product: [NH2:18][C:13]1[C:12]([CH2:11][C:1]2[C:10]3[C:5](=[CH:6][CH:7]=[CH:8][CH:9]=3)[CH:4]=[CH:3][CH:2]=2)=[C:16]2[NH:17][C:19](=[O:25])[CH2:20][C:21](=[O:22])[N:15]2[N:14]=1. The catalyst class is: 5. (2) Reactant: N(C(OC(C)C)=O)=NC(OC(C)C)=O.[Si:15]([O:22][C@H:23]([C@@H:25](O)[CH2:26][CH2:27][CH3:28])[CH3:24])([C:18]([CH3:21])([CH3:20])[CH3:19])([CH3:17])[CH3:16].[C:30]([Si:34]([CH3:44])([CH3:43])[O:35][C@@H:36]([CH2:40][CH2:41][CH3:42])[C@@H:37](O)[CH3:38])([CH3:33])([CH3:32])[CH3:31].C1(P(C2C=CC=CC=2)C2C=CC=CC=2)C=CC=CC=1.[Cl:64][C:65]1[N:73]=[CH:72][N:71]=[C:70]2[C:66]=1[N:67]=[CH:68][NH:69]2. Product: [Si:15]([O:22][C@H:23]([C@H:25]([N:69]1[CH:68]=[N:67][C:66]2[C:70]1=[N:71][CH:72]=[N:73][C:65]=2[Cl:64])[CH2:26][CH2:27][CH3:28])[CH3:24])([C:18]([CH3:21])([CH3:20])[CH3:19])([CH3:17])[CH3:16].[Si:34]([O:35][C@@H:36]([CH2:40][CH2:41][CH3:42])[C@@H:37]([N:69]1[CH:68]=[N:67][C:66]2[C:70]1=[N:71][CH:72]=[N:73][C:65]=2[Cl:64])[CH3:38])([C:30]([CH3:33])([CH3:32])[CH3:31])([CH3:44])[CH3:43]. The catalyst class is: 7. (3) Reactant: [CH3:1][O:2][C:3]1[CH:4]=[C:5]2[C:10](=[CH:11][C:12]=1[O:13][CH3:14])[N:9]=[CH:8][CH:7]=[C:6]2[O:15][C:16]1[CH:21]=[CH:20][C:19]([NH:22][C:23](=O)[CH2:24][O:25][C:26]2[C:31]([F:32])=[CH:30][CH:29]=[CH:28][C:27]=2[F:33])=[CH:18][C:17]=1[CH3:35].Cl.[OH-].[Na+]. Product: [F:33][C:27]1[CH:28]=[CH:29][CH:30]=[C:31]([F:32])[C:26]=1[O:25][CH2:24][CH2:23][NH:22][C:19]1[CH:20]=[CH:21][C:16]([O:15][C:6]2[C:5]3[C:10](=[CH:11][C:12]([O:13][CH3:14])=[C:3]([O:2][CH3:1])[CH:4]=3)[N:9]=[CH:8][CH:7]=2)=[C:17]([CH3:35])[CH:18]=1. The catalyst class is: 7. (4) Reactant: [CH3:1][N:2]([C:4]([C:6]1[O:7][CH:8]=[CH:9][CH:10]=1)=[O:5])[NH2:3].[CH3:11][C:12](=[CH:15][C:16]1[CH:21]=[CH:20][CH:19]=[CH:18][C:17]=1[F:22])[CH:13]=O. Product: [CH3:1][N:2]([C:4]([C:6]1[O:7][CH:8]=[CH:9][CH:10]=1)=[O:5])[N:3]=[CH:11][C:12]([CH3:13])=[CH:15][C:16]1[CH:21]=[CH:20][CH:19]=[CH:18][C:17]=1[F:22]. The catalyst class is: 5.